This data is from Catalyst prediction with 721,799 reactions and 888 catalyst types from USPTO. The task is: Predict which catalyst facilitates the given reaction. (1) Product: [C:31]([O:35][C:36]([NH:38][CH:39]1[CH2:40][CH2:41][N:42]([C:2]2[N:7]=[C:6]([N:8]3[CH2:12][CH2:11][CH2:10][CH:9]3[C:13]3[O:17][N:16]=[C:15]([C:18]4[CH:23]=[CH:22][CH:21]=[CH:20][N:19]=4)[CH:14]=3)[N:5]=[C:4]([NH:24][C:25]3[CH:29]=[C:28]([CH3:30])[NH:27][N:26]=3)[CH:3]=2)[CH2:43][CH2:44]1)=[O:37])([CH3:34])([CH3:32])[CH3:33]. Reactant: Cl[C:2]1[N:7]=[C:6]([N:8]2[CH2:12][CH2:11][CH2:10][CH:9]2[C:13]2[O:17][N:16]=[C:15]([C:18]3[CH:23]=[CH:22][CH:21]=[CH:20][N:19]=3)[CH:14]=2)[N:5]=[C:4]([NH:24][C:25]2[CH:29]=[C:28]([CH3:30])[NH:27][N:26]=2)[CH:3]=1.[C:31]([O:35][C:36]([NH:38][CH:39]1[CH2:44][CH2:43][NH:42][CH2:41][CH2:40]1)=[O:37])([CH3:34])([CH3:33])[CH3:32]. The catalyst class is: 12. (2) Reactant: [N+:1]([C:4]1[CH:5]=[C:6]([CH:10]=[CH:11][C:12]=1[N+:13]([O-:15])=[O:14])[C:7]([OH:9])=O)([O-:3])=[O:2].S(Cl)(Cl)=O.C(N(CC)CC)C.[NH:27]1[CH2:32][CH2:31][O:30][CH2:29][CH2:28]1. Product: [N+:1]([C:4]1[CH:5]=[C:6]([C:7]([N:27]2[CH2:32][CH2:31][O:30][CH2:29][CH2:28]2)=[O:9])[CH:10]=[CH:11][C:12]=1[N+:13]([O-:15])=[O:14])([O-:3])=[O:2]. The catalyst class is: 132. (3) Reactant: [C:1]([C:3]1[CH:8]=[CH:7][C:6]([C:9]2[CH:43]=[CH:42][C:12]3[N:13]([CH2:38][CH:39]4[CH2:41][CH2:40]4)[C:14]([CH2:16][O:17][CH2:18][C:19]4([C:32]5[CH:37]=[CH:36][CH:35]=[CH:34][CH:33]=5)[CH2:24][CH2:23][N:22]([C:25](OC(C)(C)C)=O)[CH2:21][CH2:20]4)=[N:15][C:11]=3[CH:10]=2)=[CH:5][CH:4]=1)#[N:2].C=O.C(O)=O. The catalyst class is: 13. Product: [CH:39]1([CH2:38][N:13]2[C:12]3[CH:42]=[CH:43][C:9]([C:6]4[CH:7]=[CH:8][C:3]([C:1]#[N:2])=[CH:4][CH:5]=4)=[CH:10][C:11]=3[N:15]=[C:14]2[CH2:16][O:17][CH2:18][C:19]2([C:32]3[CH:37]=[CH:36][CH:35]=[CH:34][CH:33]=3)[CH2:24][CH2:23][N:22]([CH3:25])[CH2:21][CH2:20]2)[CH2:41][CH2:40]1. (4) Reactant: [CH2:1]([O:8][C:9]1[C:24]([F:25])=[CH:23][C:12]([CH2:13][C:14]2[C:22]3[C:17](=[N:18][CH:19]=[CH:20][CH:21]=3)[NH:16][CH:15]=2)=[C:11]([F:26])[CH:10]=1)[C:2]1[CH:7]=[CH:6][CH:5]=[CH:4][CH:3]=1.[H-].[Na+].[CH:29]([Si:32](Cl)([CH:36]([CH3:38])[CH3:37])[CH:33]([CH3:35])[CH3:34])([CH3:31])[CH3:30].O. Product: [CH2:1]([O:8][C:9]1[C:24]([F:25])=[CH:23][C:12]([CH2:13][C:14]2[C:22]3[C:17](=[N:18][CH:19]=[CH:20][CH:21]=3)[N:16]([Si:32]([CH:36]([CH3:38])[CH3:37])([CH:33]([CH3:35])[CH3:34])[CH:29]([CH3:31])[CH3:30])[CH:15]=2)=[C:11]([F:26])[CH:10]=1)[C:2]1[CH:3]=[CH:4][CH:5]=[CH:6][CH:7]=1. The catalyst class is: 7. (5) Reactant: Cl.[CH2:2]([O:9][C:10]1[CH:15]=[CH:14][N:13]2[N:16]=[C:17]([CH3:22])[C:18]([C:19](=[S:21])[NH2:20])=[C:12]2[CH:11]=1)[C:3]1[CH:8]=[CH:7][CH:6]=[CH:5][CH:4]=1.Cl[CH:24]([C:29](OC)=[O:30])[C:25]([O:27][CH3:28])=[O:26].O. Product: [CH2:2]([O:9][C:10]1[CH:15]=[CH:14][N:13]2[N:16]=[C:17]([CH3:22])[C:18]([C:19]3[S:21][C:24]([C:25]([O:27][CH3:28])=[O:26])=[C:29]([OH:30])[N:20]=3)=[C:12]2[CH:11]=1)[C:3]1[CH:4]=[CH:5][CH:6]=[CH:7][CH:8]=1. The catalyst class is: 3. (6) Reactant: [Cl-].[NH2:2][C:3]1[CH:4]=[C:5]([CH:8]=[CH:9][C:10]=1[C:11]([O:13][CH3:14])=[O:12])[CH2:6][NH3+:7].C(N(CC)CC)C.[CH3:22][S:23](Cl)(=[O:25])=[O:24]. Product: [NH2:2][C:3]1[CH:4]=[C:5]([CH2:6][NH:7][S:23]([CH3:22])(=[O:25])=[O:24])[CH:8]=[CH:9][C:10]=1[C:11]([O:13][CH3:14])=[O:12]. The catalyst class is: 44.